This data is from Forward reaction prediction with 1.9M reactions from USPTO patents (1976-2016). The task is: Predict the product of the given reaction. (1) Given the reactants [NH2:1][C:2]1[CH:10]=[CH:9][C:8]([CH3:11])=[CH:7][C:3]=1[C:4](O)=[O:5].[O-:12][C:13]#[N:14].[K+].[OH-].[Na+], predict the reaction product. The product is: [CH3:11][C:8]1[CH:7]=[C:3]2[C:2](=[CH:10][CH:9]=1)[NH:1][C:13](=[O:12])[NH:14][C:4]2=[O:5]. (2) Given the reactants [Br:1][CH:2]([CH3:6])[C:3](Cl)=[O:4].C1(C)C=CC(S(O)(=O)=O)=CC=1.[CH2:18]([O:25][C:26](=[O:30])[CH2:27][CH2:28][NH2:29])[C:19]1[CH:24]=[CH:23][CH:22]=[CH:21][CH:20]=1.C(N(CC)CC)C.Cl, predict the reaction product. The product is: [CH2:18]([O:25][C:26](=[O:30])[CH2:27][CH2:28][NH:29][C:3](=[O:4])[CH:2]([Br:1])[CH3:6])[C:19]1[CH:24]=[CH:23][CH:22]=[CH:21][CH:20]=1. (3) The product is: [C:15]([O:19][C:20]([N:22]([OH:23])[C:5]1([CH:2]([CH3:1])[CH2:3][CH3:4])[C:6](=[O:13])[NH:7][C:8](=[O:12])[NH:9][C:10]1=[O:11])=[O:21])([CH3:18])([CH3:17])[CH3:16]. Given the reactants [CH3:1][CH:2]([CH:5]1[C:10](=[O:11])[NH:9][C:8](=[O:12])[NH:7][C:6]1=[O:13])[CH2:3][CH3:4].[Na].[C:15]([O:19][C:20]([NH:22][OH:23])=[O:21])([CH3:18])([CH3:17])[CH3:16].I([O-])(=O)(=O)=O.[Na+], predict the reaction product.